Dataset: CYP2D6 inhibition data for predicting drug metabolism from PubChem BioAssay. Task: Regression/Classification. Given a drug SMILES string, predict its absorption, distribution, metabolism, or excretion properties. Task type varies by dataset: regression for continuous measurements (e.g., permeability, clearance, half-life) or binary classification for categorical outcomes (e.g., BBB penetration, CYP inhibition). Dataset: cyp2d6_veith. (1) The compound is COc1cccc(-c2[nH]nc3c2C(c2ccc(C)o2)C(C#N)=C(N)O3)c1. The result is 0 (non-inhibitor). (2) The compound is CCOC(=O)c1cc2c(=O)n3cccc(C)c3nc2n(CCCOC)c1=NC(=O)c1cccnc1. The result is 0 (non-inhibitor). (3) The molecule is Cc1ccc2nc(C(C)O)[nH]c2c1. The result is 0 (non-inhibitor). (4) The drug is NS(=O)(=O)c1cccc2c1c([N+](=O)[O-])cc1[nH]c(=O)c(=O)[nH]c12. The result is 0 (non-inhibitor). (5) The molecule is CCn1c(Cc2ccccc2)nnc1SCC(=O)NC(C)(C)C. The result is 0 (non-inhibitor). (6) The molecule is Br.CCCCCCN1Cc2ccccc2C1. The result is 1 (inhibitor). (7) The compound is COCCn1c(=O)c(-c2cccs2)nc2cnc(OCc3ccccc3)nc21. The result is 0 (non-inhibitor). (8) The compound is O=C(NC1CCCCC1)c1sc(=S)n2c1[nH]c(=O)c1ccccc12. The result is 0 (non-inhibitor).